This data is from Peptide-MHC class II binding affinity with 134,281 pairs from IEDB. The task is: Regression. Given a peptide amino acid sequence and an MHC pseudo amino acid sequence, predict their binding affinity value. This is MHC class II binding data. (1) The peptide sequence is GIFLSVAAGNEAENA. The MHC is DRB1_1201 with pseudo-sequence DRB1_1201. The binding affinity (normalized) is 0.0570. (2) The peptide sequence is APTGMFVAAAKYMVI. The MHC is DRB3_0101 with pseudo-sequence DRB3_0101. The binding affinity (normalized) is 0.473. (3) The peptide sequence is CDERVSSDQSALSEF. The MHC is HLA-DQA10201-DQB10402 with pseudo-sequence HLA-DQA10201-DQB10402. The binding affinity (normalized) is 0.